From a dataset of Forward reaction prediction with 1.9M reactions from USPTO patents (1976-2016). Predict the product of the given reaction. Given the reactants [CH3:1][C:2]1[S:3][C:4]2[CH:10]=[C:9]([CH3:11])[CH:8]=[CH:7][C:5]=2[N:6]=1.[Br:12][CH2:13][CH2:14][OH:15], predict the reaction product. The product is: [Br-:12].[OH:15][CH2:14][CH2:13][N+:6]1[C:5]2[CH:7]=[CH:8][C:9]([CH3:11])=[CH:10][C:4]=2[S:3][C:2]=1[CH3:1].